From a dataset of Full USPTO retrosynthesis dataset with 1.9M reactions from patents (1976-2016). Predict the reactants needed to synthesize the given product. (1) The reactants are: Br[C:2]1[CH:3]=[C:4]2[C:11]3([O:15][N:14]([CH3:16])[C:13]([NH2:17])=[N:12]3)[CH2:10][CH:9]([CH:18]3[CH2:23][CH2:22][CH2:21][O:20][CH2:19]3)[O:8][C:5]2=[CH:6][CH:7]=1.[CH:24]([C:27]1[CH:28]=[C:29](B(O)O)[CH:30]=[CH:31][CH:32]=1)([CH3:26])[CH3:25]. Given the product [CH:24]([C:27]1[CH:32]=[C:31]([C:2]2[CH:3]=[C:4]3[C:11]4([O:15][N:14]([CH3:16])[C:13]([NH2:17])=[N:12]4)[CH2:10][CH:9]([CH:18]4[CH2:23][CH2:22][CH2:21][O:20][CH2:19]4)[O:8][C:5]3=[CH:6][CH:7]=2)[CH:30]=[CH:29][CH:28]=1)([CH3:26])[CH3:25], predict the reactants needed to synthesize it. (2) Given the product [F:1][C:2]1[CH:7]=[C:6]([F:8])[CH:5]=[CH:4][C:3]=1[C@:9]([OH:10])([C@H:11]([S:22][C@@H:23]1[CH2:24][O:25][C@@H:26](/[CH:29]=[CH:30]/[C:31]2[CH:36]=[CH:35][C:34]([C:37]([F:40])([F:39])[F:38])=[CH:33][CH:32]=2)[O:27][CH2:28]1)[CH3:12])[CH2:13][N:14]1[CH:18]=[N:17][CH:16]=[N:15]1, predict the reactants needed to synthesize it. The reactants are: [F:1][C:2]1[CH:7]=[C:6]([F:8])[CH:5]=[CH:4][C:3]=1[C@@:9]1([CH2:13][N:14]2[CH:18]=[N:17][CH:16]=[N:15]2)[C@H:11]([CH3:12])[O:10]1.C([S:22][C@@H:23]1[CH2:28][O:27][C@@H:26](/[CH:29]=[CH:30]/[C:31]2[CH:36]=[CH:35][C:34]([C:37]([F:40])([F:39])[F:38])=[CH:33][CH:32]=2)[O:25][CH2:24]1)(=O)C. (3) Given the product [CH:25](=[N:24][N:23]([CH:4]=[C:5]([C:15]#[N:16])[C:6]([O:8][CH2:9][CH2:10][Si:11]([CH3:14])([CH3:13])[CH3:12])=[O:7])[C:17]1[CH:18]=[CH:19][CH:20]=[CH:21][CH:22]=1)[C:26]1[CH:31]=[CH:30][CH:29]=[CH:28][CH:27]=1, predict the reactants needed to synthesize it. The reactants are: C(O[CH:4]=[C:5]([C:15]#[N:16])[C:6]([O:8][CH2:9][CH2:10][Si:11]([CH3:14])([CH3:13])[CH3:12])=[O:7])C.[C:17]1([NH:23][N:24]=[CH:25][C:26]2[CH:31]=[CH:30][CH:29]=[CH:28][CH:27]=2)[CH:22]=[CH:21][CH:20]=[CH:19][CH:18]=1.